Dataset: Forward reaction prediction with 1.9M reactions from USPTO patents (1976-2016). Task: Predict the product of the given reaction. (1) Given the reactants [F:1][C:2]1[CH:7]=[CH:6][C:5]([N:8]2[C:11](=[O:12])[C@H:10]([S:13]SC3C([N+]([O-])=O)=CC=CN=3)[C@H:9]2[C:24]2[CH:46]=[CH:45][C:27]([O:28][CH2:29][C:30]([NH:32][CH2:33][C:34]([NH:36][C@@H:37]([C:42]([OH:44])=[O:43])[C:38]([CH3:41])([CH3:40])[CH3:39])=[O:35])=[O:31])=[CH:26][CH:25]=2)=[CH:4][CH:3]=1.C1(P(C2C=CC=CC=2)C2C=CC=CC=2)C=CC=CC=1.C(N(CC)CC)C.Br[CH2:74][C:75]([C:77]1[CH:86]=[CH:85][C:80]2[O:81][CH2:82][CH2:83][O:84][C:79]=2[CH:78]=1)=[O:76].[BH4-].[Na+], predict the reaction product. The product is: [O:81]1[C:80]2[CH:85]=[CH:86][C:77]([CH:75]([OH:76])[CH2:74][S:13][C@H:10]3[C:11](=[O:12])[N:8]([C:5]4[CH:4]=[CH:3][C:2]([F:1])=[CH:7][CH:6]=4)[C@@H:9]3[C:24]3[CH:25]=[CH:26][C:27]([O:28][CH2:29][C:30]([NH:32][CH2:33][C:34]([NH:36][C@@H:37]([C:42]([OH:44])=[O:43])[C:38]([CH3:39])([CH3:41])[CH3:40])=[O:35])=[O:31])=[CH:45][CH:46]=3)=[CH:78][C:79]=2[O:84][CH2:83][CH2:82]1. (2) Given the reactants Cl.[CH3:2][NH:3][O:4][CH3:5].[Cl:6][C:7]1[C:8]([CH2:17][N:18]2[C:22]([C:23]([OH:25])=O)=[CH:21][C:20]([O:26][CH:27]([CH3:29])[CH3:28])=[N:19]2)=[N:9][CH:10]=[C:11]([C:13]([F:16])([F:15])[F:14])[CH:12]=1.Cl.C(N=C=NCCCN(C)C)C.O.ON1C2C=CC=CC=2N=N1, predict the reaction product. The product is: [Cl:6][C:7]1[C:8]([CH2:17][N:18]2[C:22]([C:23]([N:3]([O:4][CH3:5])[CH3:2])=[O:25])=[CH:21][C:20]([O:26][CH:27]([CH3:28])[CH3:29])=[N:19]2)=[N:9][CH:10]=[C:11]([C:13]([F:16])([F:14])[F:15])[CH:12]=1.